This data is from Reaction yield outcomes from USPTO patents with 853,638 reactions. The task is: Predict the reaction yield, written as a fraction of the theoretical maximum amount of product (1.0 means a 100% yield; for example, 0.34 means a 34% yield). The catalyst is O. The reactants are C[O:2][C:3]1[CH:8]=[CH:7][CH:6]=[CH:5][C:4]=1[S:9]([C:12]1[CH:13]=[CH:14][C:15](=[O:18])[NH:16][N:17]=1)(=[O:11])=[O:10].[Br-].[Br-].[Br-].[Al+3]. The yield is 0.610. The product is [OH:2][C:3]1[CH:8]=[CH:7][CH:6]=[CH:5][C:4]=1[S:9]([C:12]1[CH:13]=[CH:14][C:15](=[O:18])[NH:16][N:17]=1)(=[O:11])=[O:10].